From a dataset of Forward reaction prediction with 1.9M reactions from USPTO patents (1976-2016). Predict the product of the given reaction. (1) Given the reactants [NH2:1][CH2:2][CH2:3][CH2:4][C:5]1[CH:10]=[CH:9][C:8]([S:11]([C:14]2[CH:24]=[CH:23][C:17]([C:18]([O:20][CH2:21][CH3:22])=[O:19])=[C:16]([CH3:25])[CH:15]=2)(=[O:13])=[O:12])=[CH:7][CH:6]=1.[Cl:26][C:27]1[CH:28]=[C:29]([C@@H:33]2[CH2:35][O:34]2)[CH:30]=[CH:31][CH:32]=1, predict the reaction product. The product is: [Cl:26][C:27]1[CH:28]=[C:29]([C@@H:33]([OH:34])[CH2:35][NH:1][CH2:2][CH2:3][CH2:4][C:5]2[CH:6]=[CH:7][C:8]([S:11]([C:14]3[CH:24]=[CH:23][C:17]([C:18]([O:20][CH2:21][CH3:22])=[O:19])=[C:16]([CH3:25])[CH:15]=3)(=[O:13])=[O:12])=[CH:9][CH:10]=2)[CH:30]=[CH:31][CH:32]=1. (2) Given the reactants [CH2:1]([C@H:8]([C@H:15]([OH:22])[C:16]([O:18]C(C)C)=[O:17])[C:9]([O:11]C(C)C)=[O:10])[C:2]1[CH:7]=[CH:6][CH:5]=[CH:4][CH:3]=1.[OH-].[K+], predict the reaction product. The product is: [CH2:1]([C@H:8]([C@H:15]([OH:22])[C:16]([OH:18])=[O:17])[C:9]([OH:11])=[O:10])[C:2]1[CH:3]=[CH:4][CH:5]=[CH:6][CH:7]=1. (3) The product is: [CH3:1][C@@H:2]1[CH2:3][N:4]([C:8]2[CH:9]=[CH:10][C:11]([N+:14]([O-:16])=[O:15])=[CH:12][CH:13]=2)[CH2:5][CH2:6][N:7]1[CH2:17][C@@H:18]([OH:19])[CH3:20]. Given the reactants [CH3:1][C@H:2]1[NH:7][CH2:6][CH2:5][N:4]([C:8]2[CH:13]=[CH:12][C:11]([N+:14]([O-:16])=[O:15])=[CH:10][CH:9]=2)[CH2:3]1.[CH3:17][C@H:18]1[CH2:20][O:19]1, predict the reaction product. (4) Given the reactants [CH3:1][O:2][C:3]1[CH:12]=[C:11]2[C:6]([C:7]([S:13][C:14]3[CH:19]=[CH:18][C:17]([NH:20][C:21]4[C:30]5[C:25](=[CH:26][CH:27]=[CH:28][CH:29]=5)[C:24]([C:31]5[CH2:36][CH2:35][N:34](C(OC(C)(C)C)=O)[CH2:33][CH:32]=5)=[N:23][N:22]=4)=[CH:16][CH:15]=3)=[CH:8][CH:9]=[N:10]2)=[N:5][CH:4]=1.C(O)(C(F)(F)F)=O, predict the reaction product. The product is: [CH3:1][O:2][C:3]1[CH:12]=[C:11]2[C:6]([C:7]([S:13][C:14]3[CH:15]=[CH:16][C:17]([NH:20][C:21]4[C:30]5[C:25](=[CH:26][CH:27]=[CH:28][CH:29]=5)[C:24]([C:31]5[CH2:36][CH2:35][NH:34][CH2:33][CH:32]=5)=[N:23][N:22]=4)=[CH:18][CH:19]=3)=[CH:8][CH:9]=[N:10]2)=[N:5][CH:4]=1. (5) Given the reactants [CH2:1]1[C:3]2([CH2:8][CH2:7][C@H:6]([CH2:9][C@H:10]3[CH2:14][O:13]C(C)(C)[N:11]3[C:17]([O:19][C:20]([CH3:23])([CH3:22])[CH3:21])=[O:18])[CH2:5][O:4]2)[CH2:2]1.C12(CS(O)(=O)=O)C(C)(C)C(CC1)CC2=O, predict the reaction product. The product is: [CH2:2]1[C:3]2([CH2:8][CH2:7][C@H:6]([CH2:9][C@H:10]([NH:11][C:17](=[O:18])[O:19][C:20]([CH3:22])([CH3:21])[CH3:23])[CH2:14][OH:13])[CH2:5][O:4]2)[CH2:1]1.